Dataset: Full USPTO retrosynthesis dataset with 1.9M reactions from patents (1976-2016). Task: Predict the reactants needed to synthesize the given product. (1) Given the product [Br:1][C:2]1[C:3]([CH3:9])=[C:4]([NH:5][CH2:16][C:17]([C:19]2[CH:24]=[CH:23][CH:22]=[CH:21][CH:20]=2)=[O:18])[CH:6]=[CH:7][CH:8]=1, predict the reactants needed to synthesize it. The reactants are: [Br:1][C:2]1[C:3]([CH3:9])=[C:4]([CH:6]=[CH:7][CH:8]=1)[NH2:5].C(=O)(O)[O-].[Na+].Br[CH2:16][C:17]([C:19]1[CH:24]=[CH:23][CH:22]=[CH:21][CH:20]=1)=[O:18]. (2) Given the product [C:18]([O:22][CH:23]1[CH2:26][N:25]([C:28]([NH:5][C:4]2[CH:6]=[CH:7][CH:8]=[C:2]([C:46]3[CH:51]=[CH:50][N:49]=[C:48]4[NH:52][C:62]([C:60]5[CH:59]=[N:58][N:57]([CH3:56])[CH:61]=5)=[N:53][C:47]=34)[C:3]=2[CH2:9][OH:10])=[O:29])[CH2:24]1)([CH3:21])([CH3:20])[CH3:19], predict the reactants needed to synthesize it. The reactants are: Br[C:2]1[C:3]([CH2:9][O:10][Si](C(C)(C)C)(C)C)=[C:4]([CH:6]=[CH:7][CH:8]=1)[NH2:5].[C:18]([O:22][CH:23]1[CH2:26][NH:25][CH2:24]1)([CH3:21])([CH3:20])[CH3:19].C[C:28]1(C)C(C)(C)OB(B2OC(C)(C)C(C)(C)O2)[O:29]1.Cl[C:46]1[CH:51]=[CH:50][N:49]=[C:48]([NH2:52])[C:47]=1[N+:53]([O-])=O.[CH3:56][N:57]1[CH:61]=[C:60]([CH:62]=O)[CH:59]=[N:58]1. (3) Given the product [F:22][C@@H:23]1[CH2:27][N:26]([C:19](=[O:20])[CH2:18][C:16]2[CH:15]=[CH:14][C:12]3[N:13]=[C:9]([NH:8][C:3]4[CH:4]=[CH:5][CH:6]=[CH:7][C:2]=4[CH3:1])[O:10][C:11]=3[CH:17]=2)[C@H:25]([CH2:28][O:29][CH2:30][CH2:31][CH2:32][CH2:33][C:34]([OH:36])=[O:35])[CH2:24]1, predict the reactants needed to synthesize it. The reactants are: [CH3:1][C:2]1[CH:7]=[CH:6][CH:5]=[CH:4][C:3]=1[NH:8][C:9]1[O:10][C:11]2[CH:17]=[C:16]([CH2:18][C:19](O)=[O:20])[CH:15]=[CH:14][C:12]=2[N:13]=1.[F:22][C@@H:23]1[CH2:27][NH:26][C@H:25]([CH2:28][O:29][CH2:30][CH2:31][CH2:32][CH2:33][C:34]([O:36]C)=[O:35])[CH2:24]1.CCN=C=NCCCN(C)C.Cl.C1C=CC2N(O)N=NC=2C=1.C(N(CC)CC)C. (4) Given the product [NH2:15][C:7]1[C:6]([C:4]([C:21]2[CH:22]=[CH:23][C:18]([Cl:17])=[CH:19][CH:20]=2)=[O:5])=[CH:11][N:10]=[C:9]([S:12][CH2:13][CH3:14])[N:8]=1, predict the reactants needed to synthesize it. The reactants are: CON(C)[C:4]([C:6]1[C:7]([NH2:15])=[N:8][C:9]([S:12][CH2:13][CH3:14])=[N:10][CH:11]=1)=[O:5].[Cl:17][C:18]1[CH:23]=[CH:22][C:21]([Mg]Br)=[CH:20][CH:19]=1. (5) Given the product [CH:11]1([NH:17][C:18]([N:2]2[C:3](=[O:10])[C:4]3[CH:9]=[CH:8][CH:7]=[CH:6][C:5]=3[S:1]2)=[O:19])[CH2:16][CH2:15][CH2:14][CH2:13][CH2:12]1, predict the reactants needed to synthesize it. The reactants are: [S:1]1[C:5]2[CH:6]=[CH:7][CH:8]=[CH:9][C:4]=2[C:3](=[O:10])[NH:2]1.[CH:11]1([N:17]=[C:18]=[O:19])[CH2:16][CH2:15][CH2:14][CH2:13][CH2:12]1. (6) Given the product [N:1]1[CH:6]=[CH:5][CH:4]=[CH:3][C:2]=1[CH2:7][C:19]1([OH:28])[C:27]2[C:22](=[CH:23][CH:24]=[CH:25][CH:26]=2)[CH2:21][CH2:20]1, predict the reactants needed to synthesize it. The reactants are: [N:1]1[CH:6]=[CH:5][CH:4]=[CH:3][C:2]=1[CH3:7].C([Li])CCC.CCCCCC.[C:19]1(=[O:28])[C:27]2[C:22](=[CH:23][CH:24]=[CH:25][CH:26]=2)[CH2:21][CH2:20]1.Cl. (7) Given the product [I-:27].[CH:1]1([C:6]([C:18]2[CH:19]=[N:20][CH:21]=[CH:22][CH:23]=2)([CH3:17])[C:7]([O:9][CH:10]2[CH2:15][CH2:14][N+:13]([CH3:25])([CH3:16])[CH2:12][CH2:11]2)=[O:8])[CH2:5][CH2:4][CH2:3][CH2:2]1, predict the reactants needed to synthesize it. The reactants are: [CH:1]1([C:6]([C:18]2[CH:19]=[N:20][CH:21]=[CH:22][CH:23]=2)([CH3:17])[C:7]([O:9][CH:10]2[CH2:15][CH2:14][N:13]([CH3:16])[CH2:12][CH2:11]2)=[O:8])[CH2:5][CH2:4][CH2:3][CH2:2]1.Cl[CH2:25]Cl.[I:27]C.